From a dataset of NCI-60 drug combinations with 297,098 pairs across 59 cell lines. Regression. Given two drug SMILES strings and cell line genomic features, predict the synergy score measuring deviation from expected non-interaction effect. (1) Synergy scores: CSS=36.0, Synergy_ZIP=2.25, Synergy_Bliss=2.47, Synergy_Loewe=-13.6, Synergy_HSA=-0.0125. Drug 1: CC12CCC3C(C1CCC2O)C(CC4=C3C=CC(=C4)O)CCCCCCCCCS(=O)CCCC(C(F)(F)F)(F)F. Drug 2: CC1C(C(CC(O1)OC2CC(CC3=C2C(=C4C(=C3O)C(=O)C5=CC=CC=C5C4=O)O)(C(=O)C)O)N)O. Cell line: M14. (2) Drug 1: CC1CC2CCC3C(=C)CC(O3)CCC45CC6C(O4)C7C(O6)C(O5)C8C(O7)CCC(O8)CC(=O)CC9C(CC(C1=C)O2)OC(C9OC)CC(CN)O.CS(=O)(=O)O. Drug 2: CC1C(C(CC(O1)OC2CC(CC3=C2C(=C4C(=C3O)C(=O)C5=C(C4=O)C(=CC=C5)OC)O)(C(=O)CO)O)N)O.Cl. Cell line: IGROV1. Synergy scores: CSS=35.0, Synergy_ZIP=-3.16, Synergy_Bliss=-5.48, Synergy_Loewe=-2.45, Synergy_HSA=-1.34. (3) Drug 1: CN1C2=C(C=C(C=C2)N(CCCl)CCCl)N=C1CCCC(=O)O.Cl. Drug 2: CN(CCCl)CCCl.Cl. Cell line: BT-549. Synergy scores: CSS=19.4, Synergy_ZIP=-3.75, Synergy_Bliss=0.854, Synergy_Loewe=-18.4, Synergy_HSA=-0.932. (4) Drug 1: C1=C(C(=O)NC(=O)N1)F. Drug 2: C(CC(=O)O)C(=O)CN.Cl. Cell line: MOLT-4. Synergy scores: CSS=28.9, Synergy_ZIP=1.24, Synergy_Bliss=-7.51, Synergy_Loewe=-5.32, Synergy_HSA=-3.29. (5) Drug 1: CCCCC(=O)OCC(=O)C1(CC(C2=C(C1)C(=C3C(=C2O)C(=O)C4=C(C3=O)C=CC=C4OC)O)OC5CC(C(C(O5)C)O)NC(=O)C(F)(F)F)O. Drug 2: B(C(CC(C)C)NC(=O)C(CC1=CC=CC=C1)NC(=O)C2=NC=CN=C2)(O)O. Cell line: MALME-3M. Synergy scores: CSS=81.7, Synergy_ZIP=8.44, Synergy_Bliss=9.11, Synergy_Loewe=-6.85, Synergy_HSA=8.69. (6) Drug 1: CC1=C(C(CCC1)(C)C)C=CC(=CC=CC(=CC(=O)O)C)C. Drug 2: CC=C1C(=O)NC(C(=O)OC2CC(=O)NC(C(=O)NC(CSSCCC=C2)C(=O)N1)C(C)C)C(C)C. Cell line: HCT-15. Synergy scores: CSS=-5.07, Synergy_ZIP=2.61, Synergy_Bliss=1.01, Synergy_Loewe=-3.07, Synergy_HSA=-3.56. (7) Drug 1: CC12CCC(CC1=CCC3C2CCC4(C3CC=C4C5=CN=CC=C5)C)O. Drug 2: CC1=C(C(CCC1)(C)C)C=CC(=CC=CC(=CC(=O)O)C)C. Cell line: RXF 393. Synergy scores: CSS=22.5, Synergy_ZIP=3.48, Synergy_Bliss=2.41, Synergy_Loewe=3.73, Synergy_HSA=4.54.